This data is from Full USPTO retrosynthesis dataset with 1.9M reactions from patents (1976-2016). The task is: Predict the reactants needed to synthesize the given product. (1) The reactants are: [C:1](O)(=O)C.[Cl:5][C:6]1[CH:11]=[C:10](OC)[CH:9]=[CH:8][C:7]=1[CH:14]([C:17](=O)[CH3:18])[C:15]#[N:16].[OH2:20].[NH2:21][NH2:22]. Given the product [Cl:5][C:6]1[CH:11]=[C:10]([O:20][CH3:1])[CH:9]=[CH:8][C:7]=1[C:14]1[C:15]([NH2:16])=[N:21][NH:22][C:17]=1[CH3:18], predict the reactants needed to synthesize it. (2) Given the product [F:1][C:2]([F:13])([F:12])[C:3]1[CH:11]=[CH:10][C:6]([C:7]([N:18]2[CH2:19][CH2:20][CH:15]([OH:14])[CH2:16][CH2:17]2)=[O:8])=[CH:5][CH:4]=1, predict the reactants needed to synthesize it. The reactants are: [F:1][C:2]([F:13])([F:12])[C:3]1[CH:11]=[CH:10][C:6]([C:7](Cl)=[O:8])=[CH:5][CH:4]=1.[OH:14][CH:15]1[CH2:20][CH2:19][NH:18][CH2:17][CH2:16]1.C(N(CC)CC)C. (3) Given the product [C:24]1([CH2:23][CH2:22][NH:21][CH2:20][C:18]2[CH:17]=[CH:16][CH:15]=[C:14]([CH2:13][O:12][C:5]3[C:6]4[C:11](=[CH:10][CH:9]=[CH:8][CH:7]=4)[C:2]([C:32]4[CH:33]=[CH:34][CH:35]=[CH:36][N:31]=4)=[N:3][N:4]=3)[N:19]=2)[CH:29]=[CH:28][CH:27]=[CH:26][CH:25]=1, predict the reactants needed to synthesize it. The reactants are: Cl[C:2]1[C:11]2[C:6](=[CH:7][CH:8]=[CH:9][CH:10]=2)[C:5]([O:12][CH2:13][C:14]2[N:19]=[C:18]([CH2:20][NH:21][CH2:22][CH2:23][C:24]3[CH:29]=[CH:28][CH:27]=[CH:26][CH:25]=3)[CH:17]=[CH:16][CH:15]=2)=[N:4][N:3]=1.[Br-].[N:31]1[CH:36]=[CH:35][CH:34]=[CH:33][C:32]=1[Zn+]. (4) Given the product [C:20]1([C:9]2[N:10]=[N:11][CH:12]=[C:13]([C:14]3[CH:15]=[CH:16][CH:17]=[CH:18][CH:19]=3)[C:8]=2[CH:6]2[NH:5][C:3]([CH3:4])=[CH:2][O:1]2)[CH:25]=[CH:24][CH:23]=[CH:22][CH:21]=1, predict the reactants needed to synthesize it. The reactants are: [OH:1][CH2:2][CH:3]([NH:5][C:6]([C:8]1[C:13]([C:14]2[CH:19]=[CH:18][CH:17]=[CH:16][CH:15]=2)=[CH:12][N:11]=[N:10][C:9]=1[C:20]1[CH:25]=[CH:24][CH:23]=[CH:22][CH:21]=1)=O)[CH3:4].CCN(S(F)(F)F)CC.C([O-])([O-])=O.[K+].[K+]. (5) Given the product [N+:12]([C:4]1[CH:3]=[C:2]([N:15]2[CH2:20][CH2:19][S:18][CH2:17][CH2:16]2)[CH:7]=[C:6]([C:8]([F:11])([F:10])[F:9])[CH:5]=1)([O-:14])=[O:13], predict the reactants needed to synthesize it. The reactants are: Br[C:2]1[CH:7]=[C:6]([C:8]([F:11])([F:10])[F:9])[CH:5]=[C:4]([N+:12]([O-:14])=[O:13])[CH:3]=1.[NH:15]1[CH2:20][CH2:19][S:18][CH2:17][CH2:16]1.C([O-])([O-])=O.[Cs+].[Cs+]. (6) Given the product [CH2:30]([NH:29][C:27]([C:23]1[S:22][C:21]([N:18]2[CH:17]=[C:16]([CH2:15][C:9]3[CH:14]=[CH:13][CH:12]=[CH:11][CH:10]=3)[N:20]=[N:19]2)=[N:25][C:24]=1[CH3:26])=[O:28])[C:31]1[CH:32]=[CH:33][CH:34]=[CH:35][CH:36]=1, predict the reactants needed to synthesize it. The reactants are: C1(C#C)C=CC=CC=1.[C:9]1([CH2:15][C:16]#[CH:17])[CH:14]=[CH:13][CH:12]=[CH:11][CH:10]=1.[N:18]([C:21]1[S:22][C:23]([C:27]([NH:29][CH2:30][C:31]2[CH:36]=[CH:35][CH:34]=[CH:33][CH:32]=2)=[O:28])=[C:24]([CH3:26])[N:25]=1)=[N+:19]=[N-:20]. (7) Given the product [C:28]([O:32][C:33](=[O:42])[NH:34][CH2:35][CH2:36][CH2:37][N:38]([C:11](=[O:12])[C:10]1[CH:9]=[C:8]([O:7][C:6]2[CH:26]=[CH:27][C:3]([C:1]#[N:2])=[CH:4][CH:5]=2)[CH:16]=[C:15]([O:17][C:18]2[CH:23]=[CH:22][C:21]([C:24]#[N:25])=[CH:20][CH:19]=2)[CH:14]=1)[CH:39]1[CH2:41][CH2:40]1)([CH3:31])([CH3:29])[CH3:30], predict the reactants needed to synthesize it. The reactants are: [C:1]([C:3]1[CH:27]=[CH:26][C:6]([O:7][C:8]2[CH:9]=[C:10]([CH:14]=[C:15]([O:17][C:18]3[CH:23]=[CH:22][C:21]([C:24]#[N:25])=[CH:20][CH:19]=3)[CH:16]=2)[C:11](O)=[O:12])=[CH:5][CH:4]=1)#[N:2].[C:28]([O:32][C:33](=[O:42])[NH:34][CH2:35][CH2:36][CH2:37][NH:38][CH:39]1[CH2:41][CH2:40]1)([CH3:31])([CH3:30])[CH3:29]. (8) Given the product [OH:4][CH2:3][C:2]([CH3:7])([CH3:1])[CH2:5][O:6][C:15]1[CH:16]=[CH:17][CH:18]=[C:11]([N+:8]([O-:10])=[O:9])[C:12]=1[C:13]#[N:14], predict the reactants needed to synthesize it. The reactants are: [CH3:1][C:2]([CH3:7])([CH2:5][OH:6])[CH2:3][OH:4].[N+:8]([C:11]1[CH:18]=[CH:17][CH:16]=[C:15]([N+]([O-])=O)[C:12]=1[C:13]#[N:14])([O-:10])=[O:9]. (9) Given the product [CH:25]1([CH2:24][C@H:3]([NH:2][C:38]([C:36]2[O:37][C:33]([C:32]([F:42])([F:31])[F:41])=[CH:34][CH:35]=2)=[O:39])[C:4](=[O:5])[NH:6][C@H:7]2[CH2:13][CH2:12][CH2:11][N:10]([S:14]([C:17]3[CH:22]=[CH:21][CH:20]=[CH:19][N:18]=3)(=[O:15])=[O:16])[CH2:9][C:8]2=[O:23])[CH2:30][CH2:29][CH2:28][CH2:27][CH2:26]1, predict the reactants needed to synthesize it. The reactants are: Cl.[NH2:2][C@@H:3]([CH2:24][CH:25]1[CH2:30][CH2:29][CH2:28][CH2:27][CH2:26]1)[C:4]([NH:6][C@H:7]1[CH2:13][CH2:12][CH2:11][N:10]([S:14]([C:17]2[CH:22]=[CH:21][CH:20]=[CH:19][N:18]=2)(=[O:16])=[O:15])[CH2:9][C@@H:8]1[OH:23])=[O:5].[F:31][C:32]([F:42])([F:41])[C:33]1[O:37][C:36]([C:38](O)=[O:39])=[CH:35][CH:34]=1.CC(OI1(OC(C)=O)(OC(C)=O)OC(=O)C2C=CC=CC1=2)=O.